Dataset: Catalyst prediction with 721,799 reactions and 888 catalyst types from USPTO. Task: Predict which catalyst facilitates the given reaction. (1) Reactant: [C:1]([CH2:3][C:4]1[CH:12]=[C:11]([O:13][CH3:14])[CH:10]=[C:9]([O:15][CH3:16])[C:5]=1[C:6](O)=[O:7])#[N:2].[NH2:17][C:18]1[CH:22]=[C:21]([CH3:23])[NH:20][N:19]=1. Product: [CH3:14][O:13][C:11]1[CH:12]=[C:4]2[C:5](=[C:9]([O:15][CH3:16])[CH:10]=1)[C:6]([OH:7])=[N:2][C:1]([NH:17][C:18]1[CH:22]=[C:21]([CH3:23])[NH:20][N:19]=1)=[CH:3]2. The catalyst class is: 15. (2) Reactant: [CH3:1][O:2][C:3]1[CH:8]=[CH:7][C:6]([N:9]2[CH2:14][CH2:13][C:12](=O)[CH2:11][CH2:10]2)=[CH:5][CH:4]=1.[CH3:16][O:17][C:18]1[CH:23]=[C:22]([O:24][CH3:25])[CH:21]=[C:20]([O:26][CH3:27])[CH:19]=1. Product: [CH3:1][O:2][C:3]1[CH:8]=[CH:7][C:6]([N:9]2[CH2:14][CH:13]=[C:12]([C:19]3[C:20]([O:26][CH3:27])=[CH:21][C:22]([O:24][CH3:25])=[CH:23][C:18]=3[O:17][CH3:16])[CH2:11][CH2:10]2)=[CH:5][CH:4]=1. The catalyst class is: 15. (3) Reactant: [Cl:1][C:2]1[CH:3]=[C:4]([CH:7]=[C:8]([O:10][C:11]2[C:16](=[O:17])[N:15]([CH2:18][C:19]3[N:20]=[N:21][C:22]([O:27]C)=[C:23]([CH2:25][F:26])[CH:24]=3)[CH:14]=[N:13][C:12]=2[C:29]([F:32])([F:31])[F:30])[CH:9]=1)[C:5]#[N:6].C[Si](Cl)(C)C. Product: [Cl:1][C:2]1[CH:3]=[C:4]([CH:7]=[C:8]([O:10][C:11]2[C:16](=[O:17])[N:15]([CH2:18][C:19]3[CH:24]=[C:23]([CH2:25][F:26])[C:22](=[O:27])[NH:21][N:20]=3)[CH:14]=[N:13][C:12]=2[C:29]([F:32])([F:30])[F:31])[CH:9]=1)[C:5]#[N:6]. The catalyst class is: 115. (4) Reactant: [NH2:1][C:2]1[CH:7]=[CH:6][CH:5]=[CH:4][C:3]=1[S:8]([NH:11][CH3:12])(=[O:10])=[O:9].[Cl:13][C:14]1[N:19]=[C:18](Cl)[C:17]([Cl:21])=[CH:16][N:15]=1.C([O-])([O-])=O.[K+].[K+]. Product: [Cl:13][C:14]1[N:19]=[C:18]([NH:1][C:2]2[CH:7]=[CH:6][CH:5]=[CH:4][C:3]=2[S:8]([NH:11][CH3:12])(=[O:10])=[O:9])[C:17]([Cl:21])=[CH:16][N:15]=1. The catalyst class is: 3. (5) Reactant: [CH2:1]([C:8]1[CH:15]=[CH:14][C:11](C=O)=[C:10]([B:16]2[O:20][C:19](C)(C)C(C)(C)[O:17]2)[CH:9]=1)[C:2]1[CH:7]=[CH:6][CH:5]=[CH:4][CH:3]=1.[BH4-].[Na+]. Product: [CH2:1]([C:8]1[CH:15]=[CH:14][C:11]2[CH2:19][O:20][B:16]([OH:17])[C:10]=2[CH:9]=1)[C:2]1[CH:3]=[CH:4][CH:5]=[CH:6][CH:7]=1. The catalyst class is: 92. (6) The catalyst class is: 99. Reactant: [C:1]([C:4]1[CH:5]=[C:6]([C:18]2[CH:23]=[CH:22][C:21]([O:24][CH3:25])=[C:20]([C:26]3[C:27]([CH2:36][N:37]4[C@@H:41]([CH3:42])[C@@H:40]([C:43]5[CH:48]=[C:47]([C:49]([F:52])([F:51])[F:50])[CH:46]=[C:45]([C:53]([F:56])([F:55])[F:54])[CH:44]=5)[O:39][C:38]4=[O:57])=[N:28][C:29]([N:32]4[CH2:35][CH2:34][CH2:33]4)=[CH:30][CH:31]=3)[CH:19]=2)[CH:7]=[CH:8][C:9]=1[O:10]CC1C=CC=CC=1)(=[O:3])[CH3:2]. Product: [C:1]([C:4]1[CH:5]=[C:6]([C:18]2[CH:23]=[CH:22][C:21]([O:24][CH3:25])=[C:20]([C:26]3[C:27]([CH2:36][N:37]4[C@@H:41]([CH3:42])[C@@H:40]([C:43]5[CH:44]=[C:45]([C:53]([F:56])([F:55])[F:54])[CH:46]=[C:47]([C:49]([F:51])([F:52])[F:50])[CH:48]=5)[O:39][C:38]4=[O:57])=[N:28][C:29]([N:32]4[CH2:33][CH2:34][CH2:35]4)=[CH:30][CH:31]=3)[CH:19]=2)[CH:7]=[CH:8][C:9]=1[OH:10])(=[O:3])[CH3:2]. (7) Reactant: [Cl:1][CH2:2]/[CH:3]=[CH:4]/[B:5]([OH:7])[OH:6].O[C:9]([C:12](O)([CH3:14])[CH3:13])([CH3:11])[CH3:10].S([O-])([O-])(=O)=O.[Mg+2]. Product: [Cl:1][CH2:2]/[CH:3]=[CH:4]/[B:5]1[O:7][C:12]([CH3:14])([CH3:13])[C:9]([CH3:11])([CH3:10])[O:6]1. The catalyst class is: 2.